From a dataset of Forward reaction prediction with 1.9M reactions from USPTO patents (1976-2016). Predict the product of the given reaction. (1) The product is: [Cl-:1].[C:8]1([C:6]2[O:5][N:4]=[C:3]([CH2:2][N+:26]34[CH2:27][CH2:28][CH:29]([CH2:30][CH2:31]3)[C@@H:24]([O:23][C:21](=[O:22])[CH:20]([C:14]3[CH:19]=[CH:18][CH:17]=[CH:16][CH:15]=3)[NH:32][C:33]3[CH:38]=[CH:37][CH:36]=[CH:35][C:34]=3[CH3:39])[CH2:25]4)[N:7]=2)[CH:13]=[CH:12][CH:11]=[CH:10][CH:9]=1. Given the reactants [Cl:1][CH2:2][C:3]1[N:7]=[C:6]([C:8]2[CH:13]=[CH:12][CH:11]=[CH:10][CH:9]=2)[O:5][N:4]=1.[C:14]1([CH:20]([NH:32][C:33]2[CH:38]=[CH:37][CH:36]=[CH:35][C:34]=2[CH3:39])[C:21]([O:23][C@@H:24]2[CH:29]3[CH2:30][CH2:31][N:26]([CH2:27][CH2:28]3)[CH2:25]2)=[O:22])[CH:19]=[CH:18][CH:17]=[CH:16][CH:15]=1, predict the reaction product. (2) Given the reactants [CH:1]1([N:4](CC2C=CC(OC)=CC=2)[C:5]2[C:10]3=[N:11][CH:12]=[C:13]([C:14]#[N:15])[N:9]3[N:8]=[C:7](S(C)(=O)=O)[N:6]=2)[CH2:3][CH2:2]1.[NH2:29][C:30]1[CH:31]=[C:32]([CH:35]=[C:36]([N:39]2[CH2:44][CH2:43][N:42]([CH:45]3[CH2:48][O:47][CH2:46]3)[CH:41]([C:49]([N:51]3[CH2:56][CH2:55][O:54][CH2:53][CH2:52]3)=[O:50])[CH2:40]2)[C:37]=1[Cl:38])[C:33]#[N:34].CC1(C)C2C(=C(P(C3C=CC=CC=3)C3C=CC=CC=3)C=CC=2)OC2C(P(C3C=CC=CC=3)C3C=CC=CC=3)=CC=CC1=2.C(=O)([O-])[O-].[Cs+].[Cs+], predict the reaction product. The product is: [Cl:38][C:37]1[C:36]([N:39]2[CH2:44][CH2:43][N:42]([CH:45]3[CH2:46][O:47][CH2:48]3)[CH:41]([C:49]([N:51]3[CH2:52][CH2:53][O:54][CH2:55][CH2:56]3)=[O:50])[CH2:40]2)=[CH:35][C:32]([C:33]#[N:34])=[CH:31][C:30]=1[NH:29][C:7]1[N:6]=[C:5]([NH:4][CH:1]2[CH2:2][CH2:3]2)[C:10]2=[N:11][CH:12]=[C:13]([C:14]#[N:15])[N:9]2[N:8]=1. (3) The product is: [C:1]([O:5][C:6]([N:8]1[CH2:13][CH2:12][CH:11]([N:15]2[CH2:20][CH2:19][O:18][CH2:17][CH2:16]2)[CH2:10][CH2:9]1)=[O:7])([CH3:4])([CH3:3])[CH3:2]. Given the reactants [C:1]([O:5][C:6]([N:8]1[CH2:13][CH2:12][C:11](=O)[CH2:10][CH2:9]1)=[O:7])([CH3:4])([CH3:3])[CH3:2].[NH:15]1[CH2:20][CH2:19][O:18][CH2:17][CH2:16]1.C(O)(=O)C.C(O[BH-](OC(=O)C)OC(=O)C)(=O)C.[Na+], predict the reaction product. (4) Given the reactants CC1(C)C(C)(C)OB([C:9]2[CH:10]=[C:11]([C:14]([O:16][CH3:17])=[O:15])[S:12][CH:13]=2)O1.CC1(C)C(C)(C)OB(B2OC(C)(C)C(C)(C)O2)O1.C([O-])(=O)C.[K+].Br[C:43]1[CH:44]=[N:45][C:46]2[N:47]([N:49]=[CH:50][C:51]=2[C:52]2[CH:57]=[CH:56][CH:55]=[CH:54][CH:53]=2)[CH:48]=1.C(=O)([O-])[O-].[Na+].[Na+], predict the reaction product. The product is: [C:52]1([C:51]2[CH:50]=[N:49][N:47]3[CH:48]=[C:43]([C:9]4[CH:10]=[C:11]([C:14]([O:16][CH3:17])=[O:15])[S:12][CH:13]=4)[CH:44]=[N:45][C:46]=23)[CH:53]=[CH:54][CH:55]=[CH:56][CH:57]=1. (5) Given the reactants [N:1](CCO)(CCO)[CH2:2][CH2:3][OH:4].C(O)(C)C.[S:15]([O:20]C)([O:18][CH3:19])(=[O:17])=[O:16], predict the reaction product. The product is: [CH3:19][O:18][S:15]([O-:20])(=[O:17])=[O:16].[OH:4][CH2:3][CH2:2][NH3+:1].